From a dataset of Reaction yield outcomes from USPTO patents with 853,638 reactions. Predict the reaction yield, written as a fraction of the theoretical maximum amount of product (1.0 means a 100% yield; for example, 0.34 means a 34% yield). (1) The reactants are C[O:2][C:3]([C:5]1[C:14]([NH:15][C:16]2[CH:21]=[CH:20][C:19]([Br:22])=[CH:18][C:17]=2[Cl:23])=[C:13]([Cl:24])[C:8]2[N:9]=[CH:10][N:11]([CH3:12])[C:7]=2[CH:6]=1)=[O:4].C1COCC1.O.[OH-].[Na+].Cl. The catalyst is O. The product is [Br:22][C:19]1[CH:20]=[CH:21][C:16]([NH:15][C:14]2[C:5]([C:3]([OH:4])=[O:2])=[CH:6][C:7]3[N:11]([CH3:12])[CH:10]=[N:9][C:8]=3[C:13]=2[Cl:24])=[C:17]([Cl:23])[CH:18]=1. The yield is 1.00. (2) The reactants are [Cl:1][C:2]1[CH:3]=[C:4]([C:12]2[O:16][N:15]=[C:14]([C:17]3[CH:22]=[CH:21][C:20]([O:23]C(C)C)=[C:19]([I:27])[CH:18]=3)[N:13]=2)[CH:5]=[CH:6][C:7]=1[O:8][CH2:9][CH2:10][CH3:11].B(Cl)(Cl)Cl. The catalyst is C(Cl)Cl. The product is [Cl:1][C:2]1[CH:3]=[C:4]([C:12]2[O:16][N:15]=[C:14]([C:17]3[CH:22]=[CH:21][C:20]([OH:23])=[C:19]([I:27])[CH:18]=3)[N:13]=2)[CH:5]=[CH:6][C:7]=1[O:8][CH2:9][CH2:10][CH3:11]. The yield is 0.790. (3) The product is [OH:1][C:2]1[CH:12]=[CH:11][CH:10]=[C:4]2[C:3]=1[C:8](=[O:9])[N:20]([CH2:19][C:18]1[CH:21]=[CH:22][C:15]([O:14][CH3:13])=[CH:16][CH:17]=1)[C:5]2=[O:7]. The yield is 0.810. The reactants are [OH:1][C:2]1[CH:12]=[CH:11][CH:10]=[C:4]2[C:5]([O:7][C:8](=[O:9])[C:3]=12)=O.[CH3:13][O:14][C:15]1[CH:22]=[CH:21][C:18]([CH2:19][NH2:20])=[CH:17][CH:16]=1.C(O)(=O)C. The catalyst is O. (4) The reactants are [C:1]([O:5][C:6]1[CH:35]=[CH:34][CH:33]=[CH:32][C:7]=1[CH2:8][N:9]([CH2:25][C:26]1[CH:31]=[CH:30][CH:29]=[CH:28][N:27]=1)[CH2:10][CH2:11][CH2:12][N:13]1[CH2:18][CH2:17][CH:16]([C:19]2[CH:24]=[CH:23][CH:22]=[CH:21][CH:20]=2)[CH2:15][CH2:14]1)([CH3:4])([CH3:3])[CH3:2].[CH2:36](C1CCNCC1)C1C=CC=CC=1.C(OC1C=CC=CC=1CN(CC1C=CC=CN=1)CCCCl)(C)(C)C.C([O-])([O-])=O.[K+].[K+]. The catalyst is C(Cl)Cl. The product is [CH2:19]([CH:16]1[CH2:17][CH2:18][N:13]([CH2:12][CH2:11][CH2:10][N:9]([CH2:8][C:7]2[CH:32]=[CH:33][CH:34]=[CH:35][C:6]=2[O:5][C:1]([CH3:4])([CH3:2])[CH3:3])[CH2:25][C:26]2[CH:31]=[CH:30][CH:29]=[CH:28][N:27]=2)[CH2:14][CH2:15]1)[C:24]1[CH:23]=[CH:22][CH:21]=[CH:20][CH:36]=1. The yield is 0.640. (5) The reactants are [CH3:1][O:2][C:3]1[CH:8]=[CH:7][C:6]([N+:9]([O-:11])=[O:10])=[CH:5][C:4]=1[NH:12][C:13](=[O:16])[CH2:14][CH3:15].[H-].[Na+].I[CH3:20]. The catalyst is C1COCC1. The product is [CH3:1][O:2][C:3]1[CH:8]=[CH:7][C:6]([N+:9]([O-:11])=[O:10])=[CH:5][C:4]=1[N:12]([CH3:20])[C:13](=[O:16])[CH2:14][CH3:15]. The yield is 0.950.